This data is from Forward reaction prediction with 1.9M reactions from USPTO patents (1976-2016). The task is: Predict the product of the given reaction. (1) Given the reactants [CH3:1][O:2][N:3]([CH:7]([CH3:27])[CH2:8][CH2:9][CH2:10][N:11]1[C:23]2[C:22]3[CH:21]=[CH:20][CH:19]=[CH:18][C:17]=3[N:16]=[CH:15][C:14]=2[N:13]=[C:12]1[CH2:24][CH2:25][CH3:26])[C:4](=[O:6])[CH3:5].CO[N:30](CCCCN1C2C3C=CC=CC=3N=CC=2N=C1CCC)C(=O)C.[OH-].[NH4+], predict the reaction product. The product is: [NH2:30][C:15]1[C:14]2[N:13]=[C:12]([CH2:24][CH2:25][CH3:26])[N:11]([CH2:10][CH2:9][CH2:8][CH:7]([N:3]([O:2][CH3:1])[C:4](=[O:6])[CH3:5])[CH3:27])[C:23]=2[C:22]2[CH:21]=[CH:20][CH:19]=[CH:18][C:17]=2[N:16]=1. (2) Given the reactants [CH2:1]([O:3][C:4](=[O:36])[CH:5]([O:34][CH3:35])[CH:6]([C:8]1[C:13]2[S:14][CH:15]=[CH:16][C:12]=2[C:11]([O:17][CH2:18][CH2:19][C:20]2[N:21]=[C:22]([C:26]3[CH:31]=[C:30]([Cl:32])[CH:29]=[C:28]([Cl:33])[CH:27]=3)[O:23][C:24]=2[CH3:25])=[CH:10][CH:9]=1)O)[CH3:2].C([SiH](CC)CC)C, predict the reaction product. The product is: [CH2:1]([O:3][C:4](=[O:36])[CH:5]([O:34][CH3:35])[CH2:6][C:8]1[C:13]2[S:14][CH:15]=[CH:16][C:12]=2[C:11]([O:17][CH2:18][CH2:19][C:20]2[N:21]=[C:22]([C:26]3[CH:31]=[C:30]([Cl:32])[CH:29]=[C:28]([Cl:33])[CH:27]=3)[O:23][C:24]=2[CH3:25])=[CH:10][CH:9]=1)[CH3:2].